This data is from Full USPTO retrosynthesis dataset with 1.9M reactions from patents (1976-2016). The task is: Predict the reactants needed to synthesize the given product. (1) Given the product [N+:1]([C:11]1[C:12]([N+:19]([O-:21])=[O:20])=[C:13]([N+:16]([O-:18])=[O:17])[NH:14][N:15]=1)([O-:3])=[O:2], predict the reactants needed to synthesize it. The reactants are: [N:1]([O-:3])=[O:2].[Na+].S(=O)(=O)(O)O.N[C:11]1[NH:15][N:14]=[C:13]([N+:16]([O-:18])=[O:17])[C:12]=1[N+:19]([O-:21])=[O:20]. (2) Given the product [ClH:20].[CH3:11][CH:10]1[C:4]2[N:3]=[C:2]([CH2:1][C:12]([C:13]3[CH:18]=[CH:17][CH:16]=[CH:15][CH:14]=3)=[O:19])[NH:6][C:5]=2[CH2:7][CH2:8][CH2:9]1, predict the reactants needed to synthesize it. The reactants are: [CH3:1][C:2]1[NH:6][C:5]2[CH2:7][CH2:8][CH2:9][CH:10]([CH3:11])[C:4]=2[N:3]=1.[C:12]([Cl:20])(=[O:19])[C:13]1[CH:18]=[CH:17][CH:16]=[CH:15][CH:14]=1. (3) Given the product [CH3:16][S:17]([O:6][CH2:5][CH2:4][CH2:3][C:2]([F:8])([F:7])[F:1])(=[O:19])=[O:18], predict the reactants needed to synthesize it. The reactants are: [F:1][C:2]([F:8])([F:7])[CH2:3][CH2:4][CH2:5][OH:6].C(N(CC)CC)C.[CH3:16][S:17](Cl)(=[O:19])=[O:18]. (4) Given the product [C:1]([O:4][C@H:5]1[C@@H:10]([O:11][C:12](=[O:14])[CH3:13])[C@H:9]([O:15][C:16](=[O:18])[CH3:17])[C@@H:8]([O:19]/[C:20](/[C:29]([O:31][CH3:32])=[O:30])=[CH:21]\[C:22]2[C:23]([F:28])=[CH:24][CH:25]=[CH:26][C:27]=2[Cl:53])[O:7][C@H:6]1[CH2:34][O:35][C:36](=[O:38])[CH3:37])(=[O:3])[CH3:2], predict the reactants needed to synthesize it. The reactants are: [C:1]([O:4][C@@H:5]1[C@@H:10]([O:11][C:12](=[O:14])[CH3:13])[C@H:9]([O:15][C:16](=[O:18])[CH3:17])[C@@H:8]([O:19]/[C:20](/[C:29]([O:31][CH2:32]C)=[O:30])=[CH:21]\[C:22]2[CH:27]=[CH:26][CH:25]=[CH:24][C:23]=2[F:28])[O:7][C@H:6]1[CH2:34][O:35][C:36](=[O:38])[CH3:37])(=[O:3])[CH3:2].O=C(CC1C(F)=CC=CC=1[Cl:53])C(OC)=O.[H-].[Na+].[Br-].C(O[C@@H]1[C@@H](OC(=O)C)[C@@H](OC(=O)C)[C@@H](COC(=O)C)O[C@@H]1O)(=O)C. (5) Given the product [Cl:1][C:2]1[CH:10]=[CH:9][C:8]([C:11]2[N:12]([C:22]([O:24][C:25]([CH3:27])([CH3:28])[CH3:26])=[O:23])[C:13]3[C:18]([CH:19]=2)=[CH:17][C:16]([CH2:20][NH:30][C:31]2[CH:36]=[CH:35][CH:34]=[CH:33][CH:32]=2)=[CH:15][CH:14]=3)=[C:7]2[C:3]=1[CH2:4][NH:5][C:6]2=[O:29], predict the reactants needed to synthesize it. The reactants are: [Cl:1][C:2]1[CH:10]=[CH:9][C:8]([C:11]2[N:12]([C:22]([O:24][C:25]([CH3:28])([CH3:27])[CH3:26])=[O:23])[C:13]3[C:18]([CH:19]=2)=[CH:17][C:16]([CH:20]=O)=[CH:15][CH:14]=3)=[C:7]2[C:3]=1[CH2:4][NH:5][C:6]2=[O:29].[NH2:30][C:31]1[CH:36]=[CH:35][CH:34]=[CH:33][CH:32]=1.C(O)(=O)C.C(O[BH-](OC(=O)C)OC(=O)C)(=O)C.[Na+].Cl. (6) Given the product [Cl:1][C:2]1[N:3]=[C:4]([N:11]2[CH2:16][CH2:15][O:14][CH2:13][CH2:12]2)[C:5]2[O:10][C:9]([CH:25]=[O:26])=[CH:8][C:6]=2[N:7]=1, predict the reactants needed to synthesize it. The reactants are: [Cl:1][C:2]1[N:3]=[C:4]([N:11]2[CH2:16][CH2:15][O:14][CH2:13][CH2:12]2)[C:5]2[O:10][CH:9]=[CH:8][C:6]=2[N:7]=1.C([Li])CCC.CN([CH:25]=[O:26])C. (7) Given the product [CH3:1][O:2][C:3]1[CH:4]=[CH:5][CH:6]=[C:7]2[C:12]=1[CH2:11][C:10](=[O:13])[CH2:9][CH2:8]2, predict the reactants needed to synthesize it. The reactants are: [CH3:1][O:2][CH:3]1[C:12]2[C:7](=[CH:8][CH:9]=[C:10]([O:13]C)[CH:11]=2)[CH:6]=[CH:5][C:4]1=O.[Na].Cl.